This data is from Reaction yield outcomes from USPTO patents with 853,638 reactions. The task is: Predict the reaction yield, written as a fraction of the theoretical maximum amount of product (1.0 means a 100% yield; for example, 0.34 means a 34% yield). (1) The reactants are [CH:1]([C:3]1[CH:4]=[CH:5][C:6]([N:11]2[CH:15]=[N:14][C:13]([N+:16]([O-:18])=[O:17])=[N:12]2)=[C:7]([CH:10]=1)[C:8]#[N:9])=O.[C:19]([O-])([O-])=O.[K+].[K+]. The product is [N+:16]([C:13]1[N:14]=[CH:15][N:11]([C:6]2[CH:5]=[CH:4][C:3]([CH:1]=[CH2:19])=[CH:10][C:7]=2[C:8]#[N:9])[N:12]=1)([O-:18])=[O:17]. The yield is 0.700. The catalyst is O1CCOCC1.[Br-].C[P+](C1C=CC=CC=1)(C1C=CC=CC=1)C1C=CC=CC=1. (2) The reactants are [CH:1]([S:4]([C:6]1[CH:16]=[CH:15][C:9]([C:10]([O:12]CC)=[O:11])=[CH:8][CH:7]=1)=[O:5])([CH3:3])[CH3:2].[OH-].[Na+].Cl. The catalyst is CCO. The product is [CH:1]([S:4]([C:6]1[CH:16]=[CH:15][C:9]([C:10]([OH:12])=[O:11])=[CH:8][CH:7]=1)=[O:5])([CH3:3])[CH3:2]. The yield is 0.800. (3) The reactants are [CH3:1][S:2]([C:5]1[CH:10]=[CH:9][C:8]([N:11]2[CH:15]=[C:14]([CH2:16]O)[CH:13]=[N:12]2)=[CH:7][CH:6]=1)(=[O:4])=[O:3].C1(P([N:32]=[N+:33]=[N-:34])(C2C=CC=CC=2)=O)C=CC=CC=1.N12CCCN=C1CCCCC2. The catalyst is C1COCC1. The product is [N:32]([CH2:16][C:14]1[CH:13]=[N:12][N:11]([C:8]2[CH:9]=[CH:10][C:5]([S:2]([CH3:1])(=[O:4])=[O:3])=[CH:6][CH:7]=2)[CH:15]=1)=[N+:33]=[N-:34]. The yield is 0.970.